Dataset: Forward reaction prediction with 1.9M reactions from USPTO patents (1976-2016). Task: Predict the product of the given reaction. (1) Given the reactants [OH:1][C:2]1[CH:7]=[CH:6][C:5]([C:8]2[CH:9]=[C:10]3[C:15](=[CH:16][CH:17]=2)[O:14][C:13]([C:18]([O:20][CH2:21][CH3:22])=[O:19])=[CH:12][C:11]3=[O:23])=[CH:4][CH:3]=1.C(=O)([O-])[O-].[Cs+].[Cs+].Cl[CH2:31][C:32]1[C:33]([C:40]2[C:45]([Cl:46])=[CH:44][CH:43]=[CH:42][C:41]=2[Cl:47])=[N:34][O:35][C:36]=1[CH:37]([CH3:39])[CH3:38], predict the reaction product. The product is: [Cl:46][C:45]1[CH:44]=[CH:43][CH:42]=[C:41]([Cl:47])[C:40]=1[C:33]1[C:32]([CH2:31][O:1][C:2]2[CH:3]=[CH:4][C:5]([C:8]3[CH:9]=[C:10]4[C:15](=[CH:16][CH:17]=3)[O:14][C:13]([C:18]([O:20][CH2:21][CH3:22])=[O:19])=[CH:12][C:11]4=[O:23])=[CH:6][CH:7]=2)=[C:36]([CH:37]([CH3:39])[CH3:38])[O:35][N:34]=1. (2) Given the reactants C([S:4][CH2:5][C:6]1[C@:7]2([CH2:24][CH2:23][C@H:22]3[C:12](=[CH:13][CH:14]=[C:15]4[C@:20]3([CH3:21])[C@@H:19]([O:25][Si:26]([C:29]([CH3:32])([CH3:31])[CH3:30])([CH3:28])[CH3:27])[CH2:18][C@H:17]([O:33][Si:34]([C:37]([CH3:40])([CH3:39])[CH3:38])([CH3:36])[CH3:35])[CH2:16]4)[C@@H:9]2[CH2:10][CH:11]=1)[CH3:8])(=O)C.Br[CH2:42][CH2:43][C:44]([OH:47])([CH3:46])[CH3:45].CO.[OH-].[K+], predict the reaction product. The product is: [Si:26]([O:25][C@@H:19]1[C@@:20]2([CH3:21])[C:15](=[CH:14][CH:13]=[C:12]3[C@@H:22]2[CH2:23][CH2:24][C@@:7]2([CH3:8])[C@H:9]3[CH2:10][CH:11]=[C:6]2[CH2:5][S:4][CH2:42][CH2:43][C:44]([OH:47])([CH3:46])[CH3:45])[CH2:16][C@@H:17]([O:33][Si:34]([C:37]([CH3:38])([CH3:39])[CH3:40])([CH3:36])[CH3:35])[CH2:18]1)([C:29]([CH3:31])([CH3:32])[CH3:30])([CH3:28])[CH3:27]. (3) Given the reactants Br[CH:2]1[C:11]2[C:6](=[CH:7][CH:8]=[C:9]([O:12][CH:13]([CH3:15])[CH3:14])[CH:10]=2)[C:5]([CH3:17])([CH3:16])[O:4][CH2:3]1.C(=O)([O-])[O-].[Cs+].[Cs+].[NH2:24][CH2:25][C@@H:26]([OH:45])[C@@H:27]([NH:37][C:38](=[O:44])[O:39][C:40]([CH3:43])([CH3:42])[CH3:41])[CH2:28][C:29]1[CH:34]=[C:33]([F:35])[CH:32]=[C:31]([F:36])[CH:30]=1, predict the reaction product. The product is: [F:35][C:33]1[CH:34]=[C:29]([CH:30]=[C:31]([F:36])[CH:32]=1)[CH2:28][C@H:27]([NH:37][C:38](=[O:44])[O:39][C:40]([CH3:43])([CH3:42])[CH3:41])[C@H:26]([OH:45])[CH2:25][NH:24][CH:2]1[C:11]2[C:6](=[CH:7][CH:8]=[C:9]([O:12][CH:13]([CH3:15])[CH3:14])[CH:10]=2)[C:5]([CH3:17])([CH3:16])[O:4][CH2:3]1. (4) Given the reactants N1C2C(=CC(O[C:11]3[C:20]4[C:15](=[CH:16][C:17](OCCCN5CCNCC5)=[C:18]([O:21][CH3:22])[CH:19]=4)[N:14]=[CH:13][N:12]=3)=CN=2)C=C1.ICC(N)=O.C(N(CC)C(C)C)(C)C, predict the reaction product. The product is: [CH3:22][O:21][C:18]1[CH:19]=[C:20]2[C:15](=[CH:16][CH:17]=1)[N:14]=[CH:13][N:12]=[CH:11]2.